This data is from Full USPTO retrosynthesis dataset with 1.9M reactions from patents (1976-2016). The task is: Predict the reactants needed to synthesize the given product. (1) Given the product [Cl:7][C:8]1[CH:13]=[CH:12][C:11]([S:14]([CH2:23][C:22]2[CH:25]=[CH:26][CH:27]=[C:20]([O:19][CH3:18])[CH:21]=2)(=[O:16])=[O:15])=[CH:10][CH:9]=1, predict the reactants needed to synthesize it. The reactants are: C(COC)OC.[Cl:7][C:8]1[CH:13]=[CH:12][C:11]([S:14]([O-:16])=[O:15])=[CH:10][CH:9]=1.[Na+].[CH3:18][O:19][C:20]1[CH:21]=[C:22]([CH:25]=[CH:26][CH:27]=1)[CH2:23]Cl. (2) The reactants are: [O:1]1[CH:5]=[CH:4][C:3](B(O)O)=[CH:2]1.Br[C:10]1[CH:11]=[C:12]([Cl:31])[C:13]([C:16]2([CH2:19][NH:20][C:21](=[O:30])[C:22]3[C:27]([F:28])=[CH:26][CH:25]=[CH:24][C:23]=3[F:29])[CH2:18][CH2:17]2)=[N:14][CH:15]=1. Given the product [Cl:31][C:12]1[C:13]([C:16]2([CH2:19][NH:20][C:21](=[O:30])[C:22]3[C:27]([F:28])=[CH:26][CH:25]=[CH:24][C:23]=3[F:29])[CH2:18][CH2:17]2)=[N:14][CH:15]=[C:10]([C:3]2[CH:4]=[CH:5][O:1][CH:2]=2)[CH:11]=1, predict the reactants needed to synthesize it. (3) Given the product [CH2:8]([C:6]1[N:5]=[C:4]([CH3:10])[C:3]2[C:11]([CH3:12])=[N:15][NH:16][C:2]=2[CH:7]=1)[CH3:9], predict the reactants needed to synthesize it. The reactants are: Cl[C:2]1[CH:7]=[C:6]([CH2:8][CH3:9])[N:5]=[C:4]([CH3:10])[C:3]=1[C:11](=O)[CH3:12].O.[NH2:15][NH2:16]. (4) Given the product [OH:1][C:2]1[CH:3]=[C:4]([CH2:8][CH2:9][OH:10])[CH:5]=[CH:6][CH:7]=1, predict the reactants needed to synthesize it. The reactants are: [OH:1][C:2]1[CH:3]=[C:4]([CH2:8][C:9](O)=[O:10])[CH:5]=[CH:6][CH:7]=1.O. (5) Given the product [Cl:1][C:2]1[CH:7]=[CH:6][C:5]([CH2:8][C:9]([O:11][C:27]([CH3:28])([CH3:31])[CH3:16])=[O:10])=[C:4]([C:12]([F:13])([F:14])[F:15])[CH:3]=1, predict the reactants needed to synthesize it. The reactants are: [Cl:1][C:2]1[CH:7]=[CH:6][C:5]([CH2:8][C:9]([OH:11])=[O:10])=[C:4]([C:12]([F:15])([F:14])[F:13])[CH:3]=1.[C:16](Cl)(=O)C(Cl)=O.CN(C=O)C.[CH2:27]1[CH2:31]OC[CH2:28]1. (6) Given the product [CH3:1][C@@H:121]([OH:122])[C@H:119]1[O:120][C@H:115]([O:114][C@H:139]2[C@H:144]([OH:145])[C@@H:143]([O:146][C@H:147]3[O:152][CH2:151][C@@:150]([OH:154])([CH3:153])[C@H:149]([NH:155][CH3:156])[C@H:148]3[OH:157])[C@H:142]([NH2:158])[CH2:141][C@@H:140]2[NH2:159])[C@H:116]([NH2:125])[C@@H:117]([OH:124])[C@@H:118]1[OH:123], predict the reactants needed to synthesize it. The reactants are: [CH3:1]CCCCCCC/C=C\CCCCCCCC(OCC(OC(CCCCCCC/C=C\CCCCCCCC)=O)C[N+](CCNC(C(NCCCN)CCCNCCCN)=O)(C)C)=O.CC1(C)S[C@@H]2[C@H](NC(CC3C=CC=CC=3)=O)C(=O)N2[C@H]1C([O-])=O.[K+].C[C@@H]1O[C@@H](O[C@H]2[C@H](O)[C@@H](O)[C@H](NC(N)=N)[C@@H](O)[C@@H]2NC(N)=N)[C@H]([O:114][C@@H:115]2[O:120][C@@H:119]([CH2:121][OH:122])[C@H:118]([OH:123])[C@@H:117]([OH:124])[C@@H:116]2[NH:125]C)[C@@]1(O)C=O.CC(O)[C@H]1O[C@H](O[C@H:139]2[C@H:144]([OH:145])[C@@H:143]([O:146][C@@H:147]3[O:152][CH2:151][C@:150]([OH:154])([CH3:153])[C@@H:149]([NH:155][CH3:156])[C@@H:148]3[OH:157])[C@H:142]([NH2:158])[CH2:141][C@@H:140]2[NH2:159])[C@H](N)[C@@H](O)[C@@H]1O.OS(O)(=O)=O.OS(O)(=O)=O. (7) Given the product [N:1]1([C:7]2[N:11]3[CH:12]=[CH:13][CH:14]=[CH:15][C:10]3=[C:9]([C:16]([OH:18])=[O:17])[N:8]=2)[CH2:6][CH2:5][O:4][CH2:3][CH2:2]1, predict the reactants needed to synthesize it. The reactants are: [N:1]1([C:7]2[N:11]3[CH:12]=[CH:13][CH:14]=[CH:15][C:10]3=[C:9]([C:16]([O:18]C)=[O:17])[N:8]=2)[CH2:6][CH2:5][O:4][CH2:3][CH2:2]1.[OH-].[Na+].O.Cl. (8) The reactants are: [C:1]1([C:7]2[C:15]3[C:14](=[O:16])[N:13]=[CH:12][NH:11][C:10]=3[S:9][CH:8]=2)[CH:6]=[CH:5][CH:4]=[CH:3][CH:2]=1.Br[CH2:18][CH2:19][CH2:20][O:21][C:22]1[CH:23]=[C:24]([NH:28][C:29](=[O:31])[CH3:30])[CH:25]=[CH:26][CH:27]=1.C(=O)([O-])[O-].[K+].[K+]. Given the product [C:1]1([C:7]2[C:15]3[C:14]([O:16][CH2:18][CH2:19][CH2:20][O:21][C:22]4[CH:23]=[C:24]([NH:28][C:29](=[O:31])[CH3:30])[CH:25]=[CH:26][CH:27]=4)=[N:13][CH:12]=[N:11][C:10]=3[S:9][CH:8]=2)[CH:2]=[CH:3][CH:4]=[CH:5][CH:6]=1, predict the reactants needed to synthesize it.